From a dataset of Full USPTO retrosynthesis dataset with 1.9M reactions from patents (1976-2016). Predict the reactants needed to synthesize the given product. Given the product [C:1]([C:4]1[CH:5]=[CH:6][C:7]([C:8]([NH:10][C:11]2[C:12]([F:24])=[C:13]([F:23])[C:14]([C:19]([F:20])([F:21])[F:22])=[C:15]([F:18])[C:16]=2[F:17])=[O:9])=[C:25]([F:32])[CH:26]=1)(=[O:3])[CH3:2], predict the reactants needed to synthesize it. The reactants are: [C:1]([C:4]1[CH:26]=[CH:25][C:7]([C:8]([NH:10][C:11]2[C:16]([F:17])=[C:15]([F:18])[C:14]([C:19]([F:22])([F:21])[F:20])=[C:13]([F:23])[C:12]=2[F:24])=[O:9])=[CH:6][CH:5]=1)(=[O:3])[CH3:2].[O-]S(C(F)(F)[F:32])(=O)=O.F[N+]1C(C)=CC(C)=CC=1C.